From a dataset of Catalyst prediction with 721,799 reactions and 888 catalyst types from USPTO. Predict which catalyst facilitates the given reaction. (1) Reactant: [F:1][C:2]1[CH:7]=[CH:6][C:5]([CH2:8][C:9]([OH:11])=O)=[CH:4][CH:3]=1.Cl.CN(C)CCCN=C=NCC.O.OC1C2N=NNC=2C=CC=1.[CH2:35]([N:37]1[C:45]2[CH:44]=[C:43]3[NH:46][C:47]([C:49]4[C:53]5[CH2:54][NH:55][CH2:56][CH2:57][C:52]=5[NH:51][N:50]=4)=[N:48][C:42]3=[CH:41][C:40]=2[C:39]([CH3:59])([CH3:58])[C:38]1=[O:60])[CH3:36]. Product: [CH2:35]([N:37]1[C:45]2[CH:44]=[C:43]3[NH:46][C:47]([C:49]4[C:53]5[CH2:54][N:55]([C:9](=[O:11])[CH2:8][C:5]6[CH:4]=[CH:3][C:2]([F:1])=[CH:7][CH:6]=6)[CH2:56][CH2:57][C:52]=5[NH:51][N:50]=4)=[N:48][C:42]3=[CH:41][C:40]=2[C:39]([CH3:59])([CH3:58])[C:38]1=[O:60])[CH3:36]. The catalyst class is: 18. (2) Reactant: [Br:1][C:2]1[CH:3]=[C:4]([F:12])[C:5]([N+:9]([O-])=O)=[C:6]([NH2:8])[CH:7]=1.[NH4+].[Cl-].CC(C)=O. Product: [Br:1][C:2]1[CH:7]=[C:6]([NH2:8])[C:5]([NH2:9])=[C:4]([F:12])[CH:3]=1. The catalyst class is: 739.